From a dataset of Full USPTO retrosynthesis dataset with 1.9M reactions from patents (1976-2016). Predict the reactants needed to synthesize the given product. Given the product [CH2:1]([O:3][C:4](=[O:13])[C:5]1[CH:10]=[C:9]([O:11][C:22]2[CH:29]=[CH:28][C:25]([C:26]#[N:27])=[CH:24][CH:23]=2)[CH:8]=[C:7]([O:12][C:22]2[CH:23]=[CH:24][C:25]([C:26]#[N:27])=[CH:28][CH:29]=2)[CH:6]=1)[CH3:2], predict the reactants needed to synthesize it. The reactants are: [CH2:1]([O:3][C:4](=[O:13])[C:5]1[CH:10]=[C:9]([OH:11])[CH:8]=[C:7]([OH:12])[CH:6]=1)[CH3:2].C([O-])([O-])=O.[K+].[K+].BrC[C:22]1[CH:29]=[CH:28][C:25]([C:26]#[N:27])=[CH:24][CH:23]=1.